This data is from Forward reaction prediction with 1.9M reactions from USPTO patents (1976-2016). The task is: Predict the product of the given reaction. (1) Given the reactants C[O:2][C:3](=[O:31])[CH2:4][CH2:5][C@H:6]([C@@H:8]1[C@:25]2([CH3:26])[C@H:11]([C@H:12]3[C@H:22]([CH2:23][CH2:24]2)[C@:20]2([CH3:21])[C@@H:15]([CH2:16][C@H:17]([OH:27])[CH2:18][CH2:19]2)/[C:14](=[CH:28]\[CH3:29])/[C:13]3=[O:30])[CH2:10][CH2:9]1)[CH3:7], predict the reaction product. The product is: [OH:27][C@@H:17]1[CH2:18][CH2:19][C@@:20]2([CH3:21])[C@H:15](/[C:14](=[CH:28]/[CH3:29])/[C:13](=[O:30])[C@@H:12]3[C@@H:22]2[CH2:23][CH2:24][C@@:25]2([CH3:26])[C@H:11]3[CH2:10][CH2:9][C@@H:8]2[C@H:6]([CH3:7])[CH2:5][CH2:4][C:3]([OH:31])=[O:2])[CH2:16]1. (2) Given the reactants [Cl:1][C:2]1[C:7]([Cl:8])=[CH:6][N:5]=[C:4]([NH:9]C(=O)C(C)(C)C)[CH:3]=1.[N+:16]([O-])([OH:18])=[O:17].[Cl-].[Na+], predict the reaction product. The product is: [NH2:9][C:4]1[C:3]([N+:16]([O-:18])=[O:17])=[C:2]([Cl:1])[C:7]([Cl:8])=[CH:6][N:5]=1. (3) Given the reactants [CH3:1][C:2]1([CH3:21])[C:6](=[O:7])[N:5]([C:8]2[CH:15]=[CH:14][C:11]([C:12]#[N:13])=[C:10]([C:16]([F:19])([F:18])[F:17])[CH:9]=2)[C:4](=[O:20])[NH:3]1.[Br:22][C:23]1[CH:30]=[CH:29][C:28]([F:31])=[CH:27][C:24]=1[CH2:25]Br, predict the reaction product. The product is: [Br:22][C:23]1[CH:30]=[CH:29][C:28]([F:31])=[CH:27][C:24]=1[CH2:25][N:3]1[C:2]([CH3:21])([CH3:1])[C:6](=[O:7])[N:5]([C:8]2[CH:15]=[CH:14][C:11]([C:12]#[N:13])=[C:10]([C:16]([F:19])([F:17])[F:18])[CH:9]=2)[C:4]1=[O:20]. (4) Given the reactants [CH2:1]([O:4][CH2:5][C@H:6]1[O:10][N:9]=[C:8]([C:11]2[CH:16]=[CH:15][C:14]([Br:17])=[CH:13][N:12]=2)[CH2:7]1)[CH:2]=[CH2:3].ClC1C=CC=C(C(OO)=[O:26])C=1, predict the reaction product. The product is: [Br:17][C:14]1[CH:15]=[CH:16][C:11]([C:8]2[CH2:7][C@@H:6]([CH2:5][O:4][CH2:1][CH:2]3[CH2:3][O:26]3)[O:10][N:9]=2)=[N:12][CH:13]=1. (5) Given the reactants [Br:1][C:2]1[CH:3]=[N:4][C:5](Cl)=[N:6][CH:7]=1.[NH:9]1[CH2:14][CH2:13][CH2:12][CH2:11][CH2:10]1.C(N(CC)CC)C.C(OCC)(=O)C, predict the reaction product. The product is: [Br:1][C:2]1[CH:3]=[N:4][C:5]([N:9]2[CH2:14][CH2:13][CH2:12][CH2:11][CH2:10]2)=[N:6][CH:7]=1.